Predict the reactants needed to synthesize the given product. From a dataset of Full USPTO retrosynthesis dataset with 1.9M reactions from patents (1976-2016). The reactants are: [CH3:1][C:2]1[N:7]=[C:6]([C:8]([OH:10])=O)[C:5]([O:11][CH:12]([CH3:14])[CH3:13])=[CH:4][CH:3]=1.[CH3:15][C:16]1[C:17]2[N:18]([CH:22]=[C:23]([CH2:25][C@@H:26]3[CH2:31][CH2:30][CH2:29][CH2:28][NH:27]3)[N:24]=2)[CH:19]=[CH:20][CH:21]=1. Given the product [CH3:15][C:16]1[C:17]2[N:18]([CH:22]=[C:23]([CH2:25][C@@H:26]3[CH2:31][CH2:30][CH2:29][CH2:28][N:27]3[C:8]([C:6]3[C:5]([O:11][CH:12]([CH3:14])[CH3:13])=[CH:4][CH:3]=[C:2]([CH3:1])[N:7]=3)=[O:10])[N:24]=2)[CH:19]=[CH:20][CH:21]=1, predict the reactants needed to synthesize it.